Dataset: Full USPTO retrosynthesis dataset with 1.9M reactions from patents (1976-2016). Task: Predict the reactants needed to synthesize the given product. (1) Given the product [Cl:1][C:2]1[CH:3]=[C:4]([C:9]2([CH2:15][N:17]([CH3:18])[CH2:19][CH3:20])[CH2:14][CH2:13][CH2:12][CH2:11][CH2:10]2)[CH:5]=[CH:6][C:7]=1[Cl:8], predict the reactants needed to synthesize it. The reactants are: [Cl:1][C:2]1[CH:3]=[C:4]([C:9]2([C:15]([N:17]([CH2:19][CH3:20])[CH3:18])=O)[CH2:14][CH2:13][CH2:12][CH2:11][CH2:10]2)[CH:5]=[CH:6][C:7]=1[Cl:8].Cl. (2) The reactants are: CCN=C=NCCCN(C)C.C1C=CC2N(O)N=NC=2C=1.[Br:22][C:23]1[CH:28]=[CH:27][C:26]([NH:29][C:30]2[C:38]([C:39](O)=[O:40])=[C:37]3[N:33]([CH2:34][CH2:35][CH2:36]3)[C:32](=[O:42])[C:31]=2[F:43])=[C:25]([F:44])[CH:24]=1.Cl.[CH3:46][O:47][NH:48][CH3:49]. Given the product [CH3:46][O:47][N:48]([CH3:49])[C:39]([C:38]1[C:30]([NH:29][C:26]2[CH:27]=[CH:28][C:23]([Br:22])=[CH:24][C:25]=2[F:44])=[C:31]([F:43])[C:32](=[O:42])[N:33]2[C:37]=1[CH2:36][CH2:35][CH2:34]2)=[O:40], predict the reactants needed to synthesize it. (3) Given the product [C:87]([C:85]1[S:86][C:79]2[C:78]([N:75]3[CH2:74][CH2:73][CH:72]([CH2:71][CH2:70][NH:69][C:13]([C:11]4[S:12][C:8]([C:6]([O:5][C:1]([CH3:2])([CH3:3])[CH3:4])=[O:7])=[CH:9][CH:10]=4)=[O:15])[CH2:77][CH2:76]3)=[N:83][CH:82]=[N:81][C:80]=2[CH:84]=1)(=[O:88])[NH2:89], predict the reactants needed to synthesize it. The reactants are: [C:1]([O:5][C:6]([C:8]1[S:12][C:11]([C:13]([OH:15])=O)=[CH:10][CH:9]=1)=[O:7])([CH3:4])([CH3:3])[CH3:2].C(NC(C1SC(C(O)=O)=CC=1)=O)C.CN(C(ON1N=NC2C=CC=NC1=2)=[N+](C)C)C.F[P-](F)(F)(F)(F)F.CCN(C(C)C)C(C)C.FC(F)(F)C(O)=O.[NH2:69][CH2:70][CH2:71][CH:72]1[CH2:77][CH2:76][N:75]([C:78]2[C:79]3[S:86][C:85]([C:87]([NH2:89])=[O:88])=[CH:84][C:80]=3[N:81]=[CH:82][N:83]=2)[CH2:74][CH2:73]1. (4) Given the product [Cl:1][C:2]1[CH:7]=[CH:6][CH:5]=[CH:4][C:3]=1[NH:8][C:9]1[S:10][CH:13]=[C:14]([C:16]2[CH:25]=[CH:24][C:23]3[NH:22][C:21](=[O:26])[C:20]4[NH:27][CH:28]=[CH:29][C:19]=4[C:18]=3[CH:17]=2)[N:11]=1.[CH2:30]([C:32]([O-:34])=[O:33])[CH3:31], predict the reactants needed to synthesize it. The reactants are: [Cl:1][C:2]1[CH:7]=[CH:6][CH:5]=[CH:4][C:3]=1[NH:8][C:9]([NH2:11])=[S:10].Br[CH2:13][C:14]([C:16]1[CH:25]=[CH:24][C:23]2[NH:22][C:21](=[O:26])[C:20]3[NH:27][CH:28]=[CH:29][C:19]=3[C:18]=2[CH:17]=1)=O.[CH2:30]([C:32]([O-:34])=[O:33])[CH3:31]. (5) Given the product [NH2:20][C:17]1[CH:18]=[C:19]2[C:14](=[CH:15][CH:16]=1)[N:13]=[C:12]([CH3:23])[C:11]([C:24]#[N:25])=[C:10]2[NH:9][C:4]1[CH:5]=[CH:6][C:7]([F:8])=[C:2]([Cl:1])[CH:3]=1, predict the reactants needed to synthesize it. The reactants are: [Cl:1][C:2]1[CH:3]=[C:4]([NH:9][C:10]2[C:19]3[C:14](=[CH:15][CH:16]=[C:17]([N+:20]([O-])=O)[CH:18]=3)[N:13]=[C:12]([CH3:23])[C:11]=2[C:24]#[N:25])[CH:5]=[CH:6][C:7]=1[F:8].O.O.[Sn](Cl)(Cl)(Cl)Cl. (6) Given the product [OH:10][CH2:9][C:7]1[N:6]([CH2:17][CH:18]([OH:19])[CH3:20])[N:5]=[C:4]([N+:1]([O-:3])=[O:2])[CH:8]=1, predict the reactants needed to synthesize it. The reactants are: [N+:1]([C:4]1[CH:8]=[C:7]([CH2:9][OH:10])[NH:6][N:5]=1)([O-:3])=[O:2].C([O-])([O-])=O.[Cs+].[Cs+].[CH3:17][CH:18]1[CH2:20][O:19]1. (7) Given the product [Cl:30][C:27]1[CH:26]=[CH:25][C:24]([NH:23][C:21]([CH:4]2[CH2:3][CH:2]([NH:1][CH3:33])[CH2:7][N:6]([C:8](=[O:20])[C:9]3[CH:14]=[CH:13][CH:12]=[C:11]([C:15]4[O:16][CH:17]=[CH:18][CH:19]=4)[CH:10]=3)[CH2:5]2)=[O:22])=[CH:29][CH:28]=1, predict the reactants needed to synthesize it. The reactants are: [NH2:1][CH:2]1[CH2:7][N:6]([C:8](=[O:20])[C:9]2[CH:14]=[CH:13][CH:12]=[C:11]([C:15]3[O:16][CH:17]=[CH:18][CH:19]=3)[CH:10]=2)[CH2:5][CH:4]([C:21]([NH:23][C:24]2[CH:29]=[CH:28][C:27]([Cl:30])=[CH:26][CH:25]=2)=[O:22])[CH2:3]1.C=O.[C:33](O[BH-](OC(=O)C)OC(=O)C)(=O)C.[Na+]. (8) Given the product [Br:19][CH2:1][C:2]1[CH:3]=[C:4]2[C:9](=[CH:10][CH:11]=1)[N:8]=[CH:7][CH:6]=[N:5]2, predict the reactants needed to synthesize it. The reactants are: [CH3:1][C:2]1[CH:3]=[C:4]2[C:9](=[CH:10][CH:11]=1)[N:8]=[CH:7][CH:6]=[N:5]2.C1C(=O)N([Br:19])C(=O)C1.C(OOC(=O)C1C=CC=CC=1)(=O)C1C=CC=CC=1. (9) Given the product [F:1][C:2]1[C:3]([N:14]2[CH2:19][CH2:18][O:17][CH2:16][CH2:15]2)=[N:4][C:5]([NH:10][CH:11]([CH3:13])[CH3:12])=[C:6]([CH:9]=1)[C:7]([OH:25])=[O:20], predict the reactants needed to synthesize it. The reactants are: [F:1][C:2]1[C:3]([N:14]2[CH2:19][CH2:18][O:17][CH2:16][CH2:15]2)=[N:4][C:5]([NH:10][CH:11]([CH3:13])[CH3:12])=[C:6]([CH:9]=1)[C:7]#N.[OH-:20].[K+].C([OH:25])CC. (10) Given the product [CH:1]1([N:7]([CH:11]2[CH2:16][CH2:15][CH2:14][CH2:13][CH2:12]2)[C:8]([NH:24][C:22]([NH:21][CH2:17][CH2:18][CH2:19][CH3:20])=[O:23])=[O:9])[CH2:6][CH2:5][CH2:4][CH2:3][CH2:2]1, predict the reactants needed to synthesize it. The reactants are: [CH:1]1([N:7]([CH:11]2[CH2:16][CH2:15][CH2:14][CH2:13][CH2:12]2)[C:8](Cl)=[O:9])[CH2:6][CH2:5][CH2:4][CH2:3][CH2:2]1.[CH2:17]([NH:21][C:22]([NH2:24])=[O:23])[CH2:18][CH2:19][CH3:20].